Dataset: Reaction yield outcomes from USPTO patents with 853,638 reactions. Task: Predict the reaction yield, written as a fraction of the theoretical maximum amount of product (1.0 means a 100% yield; for example, 0.34 means a 34% yield). (1) The reactants are [NH2:1][CH2:2][CH2:3][C:4]([O:6][CH3:7])=[O:5].[F:8][C:9]([F:25])([F:24])[C:10]1[O:14][N:13]=[C:12]([C:15]2[CH:16]=[C:17]([CH:21]=[CH:22][CH:23]=2)[C:18](O)=[O:19])[N:11]=1. No catalyst specified. The product is [F:24][C:9]([F:8])([F:25])[C:10]1[O:14][N:13]=[C:12]([C:15]2[CH:16]=[C:17]([CH:21]=[CH:22][CH:23]=2)[C:18]([NH:1][CH2:2][CH2:3][C:4]([O:6][CH3:7])=[O:5])=[O:19])[N:11]=1. The yield is 0.750. (2) The reactants are Br[C:2]1[CH:12]=[CH:11][C:5]2[N:6]=[C:7]([NH:9][CH3:10])[S:8][C:4]=2[CH:3]=1.[B:13]1([B:13]2[O:17][C:16]([CH3:19])([CH3:18])[C:15]([CH3:21])([CH3:20])[O:14]2)[O:17][C:16]([CH3:19])([CH3:18])[C:15]([CH3:21])([CH3:20])[O:14]1.C([O-])(=O)C.[K+]. The catalyst is C1C=CC(P(C2C=CC=CC=2)[C-]2C=CC=C2)=CC=1.C1C=CC(P(C2C=CC=CC=2)[C-]2C=CC=C2)=CC=1.Cl[Pd]Cl.[Fe+2].CS(C)=O. The product is [CH3:10][NH:9][C:7]1[S:8][C:4]2[CH:3]=[C:2]([B:13]3[O:17][C:16]([CH3:19])([CH3:18])[C:15]([CH3:21])([CH3:20])[O:14]3)[CH:12]=[CH:11][C:5]=2[N:6]=1. The yield is 0.892. (3) The reactants are [F:1][C:2]1[CH:20]=[C:19]([N+:21]([O-:23])=[O:22])[CH:18]=[CH:17][C:3]=1[O:4][C:5]1[CH:10]=[CH:9][N:8]=[C:7]2[CH:11]=[C:12]([S:14]([CH3:16])=[O:15])[S:13][C:6]=12.C1C=C(Cl)C=C(C(OO)=[O:32])C=1.O. The catalyst is C(Cl)Cl. The product is [F:1][C:2]1[CH:20]=[C:19]([N+:21]([O-:23])=[O:22])[CH:18]=[CH:17][C:3]=1[O:4][C:5]1[CH:10]=[CH:9][N:8]=[C:7]2[CH:11]=[C:12]([S:14]([CH3:16])(=[O:32])=[O:15])[S:13][C:6]=12. The yield is 0.880. (4) The reactants are [CH3:1][C:2]1[C:6]([CH2:7][N:8]2[CH:12]=[C:11]([NH2:13])[CH:10]=[N:9]2)=[C:5]([CH3:14])[O:4][N:3]=1.[Cl:15][CH2:16][CH2:17][N:18]=[C:19]=[O:20]. The catalyst is C(#N)C. The product is [Cl:15][CH2:16][CH2:17][NH:18][C:19]([NH:13][C:11]1[CH:10]=[N:9][N:8]([CH2:7][C:6]2[C:2]([CH3:1])=[N:3][O:4][C:5]=2[CH3:14])[CH:12]=1)=[O:20]. The yield is 0.400. (5) The reactants are [F:1][C:2]1[CH:7]=[CH:6][CH:5]=[C:4]([N+:8]([O-])=O)[C:3]=1[C:11]1[S:12][C:13]2[CH:14]=[N:15][CH:16]=[C:17]([F:20])[C:18]=2[N:19]=1. The catalyst is CC(O)=O.[Fe]. The product is [F:1][C:2]1[C:3]([C:11]2[S:12][C:13]3[CH:14]=[N:15][CH:16]=[C:17]([F:20])[C:18]=3[N:19]=2)=[C:4]([NH2:8])[CH:5]=[CH:6][CH:7]=1. The yield is 0.570. (6) The reactants are [N:1]1[CH:6]=[CH:5][CH:4]=[CH:3][N:2]=1.CC1(C)CCCC(C)(C)N1.[Li].[O:18]1[C:22]2([CH2:27][CH2:26][C:25](=[O:28])[CH2:24][CH2:23]2)[O:21][CH2:20][CH2:19]1. The yield is 0.440. The product is [N:1]1[CH:6]=[CH:5][CH:4]=[C:3]([C:25]2([OH:28])[CH2:26][CH2:27][C:22]3([O:21][CH2:20][CH2:19][O:18]3)[CH2:23][CH2:24]2)[N:2]=1. The catalyst is C1COCC1.